From a dataset of Forward reaction prediction with 1.9M reactions from USPTO patents (1976-2016). Predict the product of the given reaction. (1) The product is: [NH2:12][C:13]1[N:14]=[C:15]([N:24]2[CH2:25][CH2:26][N:27]([C:30](=[O:40])[CH2:31][O:32][C:33]3[CH:38]=[CH:37][C:36]([Cl:39])=[CH:35][CH:34]=3)[CH2:28][CH2:29]2)[C:16]2[N:22]=[C:21]([C:3]3[C:2]([F:1])=[CH:7][CH:6]=[CH:5][C:4]=3[F:8])[CH:20]=[CH:19][C:17]=2[N:18]=1. Given the reactants [F:1][C:2]1[CH:7]=[CH:6][CH:5]=[C:4]([F:8])[C:3]=1B(O)O.[NH2:12][C:13]1[N:14]=[C:15]([N:24]2[CH2:29][CH2:28][N:27]([C:30](=[O:40])[CH2:31][O:32][C:33]3[CH:38]=[CH:37][C:36]([Cl:39])=[CH:35][CH:34]=3)[CH2:26][CH2:25]2)[C:16]2[N:22]=[C:21](Cl)[CH:20]=[CH:19][C:17]=2[N:18]=1, predict the reaction product. (2) The product is: [CH:1]1([C:5]2[CH:9]=[C:8]([NH:10][C:11]([NH:44][C:43]3[CH:45]=[CH:46][CH:47]=[C:41]([S:40][C:31]4[C:30]5[C:35](=[CH:36][C:37]([O:38][CH3:39])=[C:28]([O:27][CH3:26])[CH:29]=5)[N:34]=[CH:33][N:32]=4)[CH:42]=3)=[O:19])[N:7]([C:20]3[CH:21]=[CH:22][CH:23]=[CH:24][CH:25]=3)[N:6]=2)[CH2:2][CH2:3][CH2:4]1. Given the reactants [CH:1]1([C:5]2[CH:9]=[C:8]([NH:10][C:11](=[O:19])OC3C=CC=CC=3)[N:7]([C:20]3[CH:25]=[CH:24][CH:23]=[CH:22][CH:21]=3)[N:6]=2)[CH2:4][CH2:3][CH2:2]1.[CH3:26][O:27][C:28]1[CH:29]=[C:30]2[C:35](=[CH:36][C:37]=1[O:38][CH3:39])[N:34]=[CH:33][N:32]=[C:31]2[S:40][C:41]1[CH:42]=[C:43]([CH:45]=[CH:46][CH:47]=1)[NH2:44], predict the reaction product. (3) Given the reactants [CH2:1]([N:8]1[C:14](=O)[CH:13]2[N:16](C)[CH:10]([CH2:11][CH2:12]2)[C:9]1=O)[C:2]1[CH:7]=[CH:6][CH:5]=[CH:4][CH:3]=1.O1CCOC[CH2:20]1.[H-].[H-].[H-].[H-].[Li+].[Al+3].O, predict the reaction product. The product is: [CH2:1]([N:8]1[CH2:9][CH:10]2[NH:16][C:13]([CH3:20])([CH2:12][CH2:11]2)[CH2:14]1)[C:2]1[CH:3]=[CH:4][CH:5]=[CH:6][CH:7]=1. (4) Given the reactants O[CH2:2][C:3]1[CH:22]=[CH:21][C:6]([CH2:7][C@@H:8]([C:17]([O:19][CH3:20])=[O:18])[NH:9][C:10]([O:12][C:13]([CH3:16])([CH3:15])[CH3:14])=[O:11])=[CH:5][CH:4]=1.C1(P(C2C=CC=CC=2)C2C=CC=CC=2)C=CC=CC=1.C(Br)(Br)(Br)[Br:43], predict the reaction product. The product is: [Br:43][CH2:2][C:3]1[CH:22]=[CH:21][C:6]([CH2:7][C@@H:8]([C:17]([O:19][CH3:20])=[O:18])[NH:9][C:10]([O:12][C:13]([CH3:16])([CH3:15])[CH3:14])=[O:11])=[CH:5][CH:4]=1. (5) The product is: [Br:25][C:7]1[CH:8]=[CH:9][C:4]([N+:1]([O-:3])=[O:2])=[C:5]([C:10]2[CH:18]=[CH:17][CH:16]=[C:15]3[C:11]=2[CH:12]=[CH:13][N:14]3[C:19]2[CH:24]=[CH:23][CH:22]=[CH:21][CH:20]=2)[CH:6]=1. Given the reactants [N+:1]([C:4]1[CH:9]=[CH:8][CH:7]=[CH:6][C:5]=1[C:10]1[CH:18]=[CH:17][CH:16]=[C:15]2[C:11]=1[CH:12]=[CH:13][N:14]2[C:19]1[CH:24]=[CH:23][CH:22]=[CH:21][CH:20]=1)([O-:3])=[O:2].[Br:25]C1C=CC([N+]([O-])=O)=C(C2C=C3C(=CC=2)NC=C3)C=1, predict the reaction product. (6) The product is: [C:12]1([NH:18][C:2]2[C:7]([N+:8]([O-:10])=[O:9])=[CH:6][CH:5]=[C:4]([Cl:11])[N:3]=2)[CH:17]=[CH:16][CH:15]=[CH:14][CH:13]=1. Given the reactants Cl[C:2]1[C:7]([N+:8]([O-:10])=[O:9])=[CH:6][CH:5]=[C:4]([Cl:11])[N:3]=1.[C:12]1([NH2:18])[CH:17]=[CH:16][CH:15]=[CH:14][CH:13]=1.C(=O)(O)[O-].[Na+].Cl, predict the reaction product. (7) The product is: [CH2:2]([O:28][C:21]1[CH:20]=[CH:19][C:18]([N+:15]([O-:17])=[O:16])=[C:27]2[C:22]=1[CH:23]=[CH:24][CH:25]=[N:26]2)[C:3]1[CH:8]=[CH:7][CH:6]=[CH:5][CH:4]=1. Given the reactants Br[CH2:2][C:3]1[CH:8]=[CH:7][CH:6]=[CH:5][CH:4]=1.C([O-])([O-])=O.[K+].[K+].[N+:15]([C:18]1[C:27]2[N:26]=[CH:25][CH:24]=[CH:23][C:22]=2[C:21]([OH:28])=[CH:20][CH:19]=1)([O-:17])=[O:16], predict the reaction product. (8) The product is: [F:1][C:2]1[CH:3]=[CH:4][C:5]([C:8]2[N:9]=[C:10]3[C:15](=[N:16][CH:17]=2)[N:14]=[C:13]([NH:27][CH:28]([C:30]2[CH:31]=[CH:32][C:33]([S:36]([NH2:39])(=[O:37])=[O:38])=[CH:34][CH:35]=2)[CH3:29])[N:12]=[C:11]3[NH:21][CH2:22][C:23]([F:25])([F:24])[F:26])=[CH:6][CH:7]=1. Given the reactants [F:1][C:2]1[CH:7]=[CH:6][C:5]([C:8]2[N:9]=[C:10]3[C:15](=[N:16][CH:17]=2)[N:14]=[C:13](S(C)=O)[N:12]=[C:11]3[NH:21][CH2:22][C:23]([F:26])([F:25])[F:24])=[CH:4][CH:3]=1.[NH2:27][CH:28]([C:30]1[CH:35]=[CH:34][C:33]([S:36]([NH2:39])(=[O:38])=[O:37])=[CH:32][CH:31]=1)[CH3:29], predict the reaction product.